This data is from Catalyst prediction with 721,799 reactions and 888 catalyst types from USPTO. The task is: Predict which catalyst facilitates the given reaction. Reactant: [CH2:1]([O:8][C@@H:9]1[C@@H:14]([O:15][CH2:16][C:17]2[CH:22]=[CH:21][CH:20]=[CH:19][CH:18]=2)[C@@H:13]([O:23][CH2:24][C:25]2[CH:30]=[CH:29][CH:28]=[CH:27][CH:26]=2)[C@@H:12]([CH2:31][O:32][CH2:33][C:34]2[CH:39]=[CH:38][CH:37]=[CH:36][CH:35]=2)[O:11][C@:10]21[C:47]1[C:42](=[CH:43][C:44]([CH3:57])=[C:45]([CH2:48][C:49]3[CH:54]=[CH:53][C:52]([CH2:55][CH3:56])=[CH:51][CH:50]=3)[CH:46]=1)[CH2:41][O:40]2)[C:2]1[CH:7]=[CH:6][CH:5]=[CH:4][CH:3]=1.[CH2:58]([Li])CCC.CCCCCC.CI. Product: [CH2:1]([O:8][C@@H:9]1[C@@H:14]([O:15][CH2:16][C:17]2[CH:18]=[CH:19][CH:20]=[CH:21][CH:22]=2)[C@@H:13]([O:23][CH2:24][C:25]2[CH:30]=[CH:29][CH:28]=[CH:27][CH:26]=2)[C@@H:12]([CH2:31][O:32][CH2:33][C:34]2[CH:39]=[CH:38][CH:37]=[CH:36][CH:35]=2)[O:11][C@:10]21[C:47]1[C:42](=[CH:43][C:44]([CH3:57])=[C:45]([CH2:48][C:49]3[CH:50]=[CH:51][C:52]([C:55]#[C:56][CH3:58])=[CH:53][CH:54]=3)[CH:46]=1)[CH2:41][O:40]2)[C:2]1[CH:7]=[CH:6][CH:5]=[CH:4][CH:3]=1. The catalyst class is: 20.